From a dataset of Experimentally validated miRNA-target interactions with 360,000+ pairs, plus equal number of negative samples. Binary Classification. Given a miRNA mature sequence and a target amino acid sequence, predict their likelihood of interaction. (1) The miRNA is hsa-miR-4708-3p with sequence AGCAAGGCGGCAUCUCUCUGAU. The protein sequence of the target gene is MISPFLVLAIGTCLTNSFVPEKERDPSYWRQQAQETLKNALKLQKLNTNVAKNVIMFLGDGMGVSTVTAARILKGQLHHNTGEETRLEMDKFPFVALSKTYNTNAQVPDSAGTATAYLCGVKANEGTVGVSAATERTRCNTTQGNEVTSILRWAKDAGKSVGIVTTTRVNHATPSAAYAHSADRDWYSDNEMPPEALSQGCKDIAYQLMHNIKDIDVIMGGGRKYMYPKNRTDVEYELDEKARGTRLDGLDLISIWKSFKPRHKHSHYVWNRTELLALDPSRVDYLLGLFEPGDMQYELN.... Result: 0 (no interaction). (2) The miRNA is cel-miR-85-3p with sequence UACAAAGUAUUUGAAAAGUCGUGC. The protein sequence of the target gene is MASPSSFTYYCPPSSSPVWSEPLYSLRPEHARERLQDDSVETVTSIEQAKVEEKIQEVFSSYKFNHLVPRLVLQREKHFHYLKRGLRQLTDAYECLDASRPWLCYWILHSLELLDEPIPQIVATDVCQFLELCQSPEGGFGGGPGQYPHLAPTYAAVNALCIIGTEEAYDIINREKLLQYLYSLKQPDGSFLMHVGGEVDVRSAYCAASVASLTNIITPDLFEGTAEWIARCQNWEGGIGGVPGMEAHGGYTFCGLAALVILKRERSLNLKSLLQWVTSRQMRFEGGFQGRCNKLVDGCY.... Result: 0 (no interaction). (3) The protein sequence of the target gene is MEAETKTLPLENASILSEGSLQEGHRLWIGNLDPKITEYHLLKLLQKFGKVKQFDFLFHKSGALEGQPRGYCFVNFETKQEAEQAIQCLNGKLALSKKLVVRWAHAQVKRYDHNKNDKILPISLEPSSSTEPTQSNLSVTAKIKAIEAKLKMMAENPDAEYPAAPVYSYFKPPDKKRTTPYSRTAWKSRR. Result: 1 (interaction). The miRNA is hsa-miR-3180-5p with sequence CUUCCAGACGCUCCGCCCCACGUCG. (4) The miRNA is hsa-miR-371b-5p with sequence ACUCAAAAGAUGGCGGCACUUU. The protein sequence of the target gene is MWTALVLIWIFSLSLSESHAASNDPRNFVPNKMWKGLVKRNASVETVDNKTSEDVTMAAASPVTLTKGTSAAHLNSMEVTTEDTSRTDVSEPATSGGAADGVTSIAPTAVASSTTAASITTAASSMTVASSAPTTAASSTTVASIAPTTAASSMTAASSTPMTLALPAPTSTSTGRTPSTTATGHPSLSTALAQVPKSSALPRTATLATLATRAQTVATTANTSSPMSTRPSPSKHMPSDTAASPVPPMRPQAQGPISQVSVDQPVVNTTNKSTPMPSNTTPEPAPTPTVVTTTKAQARE.... Result: 1 (interaction). (5) The miRNA is hsa-miR-6788-5p with sequence CUGGGAGAAGAGUGGUGAAGA. The protein sequence of the target gene is MPEPSKSAPAPKKGSKKAVTKAQKKDGKKRKRSRKESYSVYVYKVLKQVHPDTGISSKAMGIMNSFVNDIFERIAGEASRLAHYNKRSTITSREIQTAVRLLLPGELAKHAVSEGTKAVTKYTSSK. Result: 1 (interaction). (6) The miRNA is hsa-miR-4703-3p with sequence UGUAGUUGUAUUGUAUUGCCAC. The protein sequence of the target gene is MSEIQGTVEFSVELHKFYNVDLFQRGYYQIRVTLKVSSRIPHRLSASIAGQTESSSLHSACVHDSTVHSRVFQILYRNEEVPINDAVVFRVHLLLGGERMEDALSEVDFQLKVDLHFTDSEQQLRDVAGAPMVSSRTLGLHFHPRNGLHHQVPVMFDYFHLSVISVTVHAALVALQQPLISFTRPGRGSWLGKGGPDTGQEQSIISLENLVFGAGYCKPTSSEGSFYITSENCMQHAHKWHRDLCLLLLHAYRGLRLHFLVIMRDIPELPHTELEALAVEETLSQLCSELQMLNNPEKIA.... Result: 0 (no interaction). (7) The miRNA is mmu-miR-467f with sequence AUAUACACACACACACCUACA. The protein sequence of the target gene is MRPLCMTYWWLGLLATVGAATGPEADVEGTEDGSQREYIYLNRYKRAGESPDKCTYTFIVPQQRVTGAICVNSKEPEVHLENRVHKQELELLNNELLKQKRQIETLQQLVEVDGGIVSEVKLLRKESRNMNSRVTQLYMQLLHEIIRKRDNALELSQLENRILNQTADMLQLASKYKDLEHKFQHLAMLAHNQSEVIAQLEEHCQRVPAARPMPQPPPAAPPRVYQPPTYNRIINQISTNEIQSDQNLKVLPPSLPTMPALTSLPSSTDKPSGPWRDCLQALEDGHSTSSIYLVKPENTN.... Result: 0 (no interaction). (8) The miRNA is mmu-miR-6973a-3p with sequence CACUCUAACCCUACCUACCCAU. The protein sequence of the target gene is MSAGGRDEERRKLADIIHHWNANRLDLFEISQPTEDLEFHGVMRFYFQDKAAGNFATKCIRVSSTATTQDVIETLAEKFRPDMRMLSSPKYSLYEVHVSGERRLDIDEKPLVVQLNWNKDDREGRFVLKNENDAIPPKKAQSNGPEKQEKEGVIQNFKRTLSKKEKKEKKKREKEALRQASDKDDRPFQGEDVENSRLAAEVYKDMPETSFTRTISNPEVVMKRRRQQKLEKRMQEFRSSDGRPDSGGTLRIYADSLKPNIPYKTILLSTTDPADFAVAEALEKYGLEKENPKDYCIARV.... Result: 0 (no interaction). (9) The miRNA is mmu-miR-451a with sequence AAACCGUUACCAUUACUGAGUU. The protein sequence of the target gene is MQHYGVNGYSLHAMNSLSAMYNLHQQAAQQAQHAPDYRPSVHALTLAERLAGCTFQDIILEARYGSQHRKQRRSRTAFTAQQLEALEKTFQKTHYPDVVMRERLAMCTNLPEARVQVWFKNRRAKFRKKQRSLQKEQLQKQKEAEGSHGEGKVEAPASDTQLETEQPPGLPSGDPPAELQLSLSEQSASESAPEDQLDREEDSRAEEPKAEKSPGSESKVPGCKRGSPKADSPGSLAITPAAPGGGLLGPSHSYSSSPLSLFRLQEQFRQHMAATNNLMHYSSFEVGGPAPAAAAAAAAA.... Result: 0 (no interaction).